The task is: Predict the reactants needed to synthesize the given product.. This data is from Full USPTO retrosynthesis dataset with 1.9M reactions from patents (1976-2016). (1) Given the product [C:44]([N:16]1[CH2:17][C@H:13]([O:12][Si:5]([C:8]([CH3:11])([CH3:10])[CH3:9])([CH3:6])[CH3:7])[C@@H:14]([CH3:22])[C@H:15]1[C:18]([O:20][CH3:21])=[O:19])([O:46][C:47]([CH3:50])([CH3:49])[CH3:48])=[O:43], predict the reactants needed to synthesize it. The reactants are: C([BH3-])#N.[Na+].[Si:5]([O:12][C@H:13]1[CH2:17][NH:16][C@@H:15]([C:18]([O:20][CH3:21])=[O:19])[C@@H:14]1[CH3:22])([C:8]([CH3:11])([CH3:10])[CH3:9])([CH3:7])[CH3:6].[Si](O[C@H]1CN[C@H](C(OC)=O)[C@@H]1C)(C(C)(C)C)(C)C.C(=O)([O:43][C:44]([O:46][C:47]([CH3:50])([CH3:49])[CH3:48])=O)N.CC(OC(OC(OC(C)(C)C)=O)=O)(C)C. (2) Given the product [CH:1]1([C:6]([N:8]2[CH2:13][CH:12]([C:14]3[CH:15]=[CH:16][C:17]([CH2:20][CH3:21])=[CH:18][CH:19]=3)[CH2:11][CH:10]([C:22]3[O:24][N:28]=[C:27]([C:29]4[CH:30]=[N:31][CH:32]=[CH:33][CH:34]=4)[N:26]=3)[CH2:9]2)=[O:7])[CH2:2][CH2:3][CH2:4][CH2:5]1, predict the reactants needed to synthesize it. The reactants are: [CH:1]1([C:6]([N:8]2[CH2:13][CH:12]([C:14]3[CH:19]=[CH:18][C:17]([CH2:20][CH3:21])=[CH:16][CH:15]=3)[CH2:11][CH:10]([C:22]([OH:24])=O)[CH2:9]2)=[O:7])[CH2:5][CH2:4][CH2:3][CH2:2]1.O[N:26]=[C:27]([C:29]1[CH:30]=[N:31][CH:32]=[CH:33][CH:34]=1)[NH2:28].